From a dataset of Experimentally validated miRNA-target interactions with 360,000+ pairs, plus equal number of negative samples. Binary Classification. Given a miRNA mature sequence and a target amino acid sequence, predict their likelihood of interaction. (1) The miRNA is hsa-miR-17-5p with sequence CAAAGUGCUUACAGUGCAGGUAG. The protein sequence of the target gene is MAADVFMCSPRRPRSRGRQVLLKPQVSEDDDDSDTDEPSPPPASGAATPARAHASAAPPPPRAGPGREEPPRRQQIIHSGHFMVSSPHREHPPKKGYDFDTVNKQTCQTYSFGKTSSCHLSIDASLTKLFECMTLAYSGKLVSPKWKNFKGLKLQWRDKIRLNNAIWRAWYMQYLEKRKNPVCHFVTPLDGSVDVDEHRRPEAITTEGKYWKSRIEIVIREYHKWRTYFKKRLQQHKDEDLSSLVQDDDMLYWHKHGDGWKTPVPMEEDPLLDTDMLMSEFSDTLFSTLSSHQPVAWPNP.... Result: 1 (interaction). (2) The miRNA is mmu-miR-7b-5p with sequence UGGAAGACUUGUGAUUUUGUUGUU. The protein sequence of the target gene is MERSPFLLACILLPLVRGHSLFTCEPITVPRCMKMTYNMTFFPNLMGHYDQGIAAVEMGHFLHLANLECSPNIEMFLCQAFIPTCTEQIHVVLPCRKLCEKIVSDCKKLMDTFGIRWPEELECNRLPHCDDTVPVTSHPHTELSGPQKKSDQVPRDIGFWCPKHLRTSGDQGYRFLGIEQCAPPCPNMYFKSDELDFAKSFIGIVSIFCLCATLFTFLTFLIDVRRFRYPERPIIYYSVCYSIVSLMYFVGFLLGNSTACNKADEKLELGDTVVLGSKNKACSVVFMFLYFFTMAGTVWW.... Result: 1 (interaction).